This data is from Reaction yield outcomes from USPTO patents with 853,638 reactions. The task is: Predict the reaction yield, written as a fraction of the theoretical maximum amount of product (1.0 means a 100% yield; for example, 0.34 means a 34% yield). (1) The reactants are [NH2:1][C:2]1[C:3]([C:12]([NH:14][C:15]2([C:18]([O:20][CH3:21])=[O:19])[CH2:17][CH2:16]2)=[O:13])=[CH:4][C:5]2[C:10]([CH:11]=1)=[CH:9][CH:8]=[CH:7][CH:6]=2.[N:22]([C:25]1[C:30]([CH3:31])=[CH:29][C:28]([CH3:32])=[CH:27][C:26]=1[CH3:33])=[C:23]=[O:24]. The catalyst is N1C=CC=CC=1. The product is [CH3:31][C:30]1[CH:29]=[C:28]([CH3:32])[CH:27]=[C:26]([CH3:33])[C:25]=1[NH:22][C:23]([NH:1][C:2]1[C:3]([C:12]([NH:14][C:15]2([C:18]([O:20][CH3:21])=[O:19])[CH2:16][CH2:17]2)=[O:13])=[CH:4][C:5]2[C:10]([CH:11]=1)=[CH:9][CH:8]=[CH:7][CH:6]=2)=[O:24]. The yield is 0.500. (2) The reactants are [Cl:1][C:2]1[CH:14]=[C:13]([CH3:15])[C:12]2[C:11]3[C:6](=[CH:7][CH:8]=[CH:9][CH:10]=3)[C:5]([C:17]([F:20])([F:19])[F:18])([OH:16])[C:4]=2[CH:3]=1.[OH2:21].[Mn]([O-])(=O)(=O)=[O:23].[K+]. The catalyst is N1C=CC=CC=1. The product is [Cl:1][C:2]1[CH:14]=[C:13]([C:15]([OH:23])=[O:21])[C:12]2[C:11]3[C:6](=[CH:7][CH:8]=[CH:9][CH:10]=3)[C:5]([OH:16])([C:17]([F:18])([F:19])[F:20])[C:4]=2[CH:3]=1. The yield is 0.760.